Dataset: NCI-60 drug combinations with 297,098 pairs across 59 cell lines. Task: Regression. Given two drug SMILES strings and cell line genomic features, predict the synergy score measuring deviation from expected non-interaction effect. (1) Drug 1: CC1=C(C=C(C=C1)C(=O)NC2=CC(=CC(=C2)C(F)(F)F)N3C=C(N=C3)C)NC4=NC=CC(=N4)C5=CN=CC=C5. Drug 2: C1CC(=O)NC(=O)C1N2C(=O)C3=CC=CC=C3C2=O. Cell line: MOLT-4. Synergy scores: CSS=-4.12, Synergy_ZIP=0.605, Synergy_Bliss=-3.08, Synergy_Loewe=-9.08, Synergy_HSA=-8.16. (2) Drug 1: CC(C1=C(C=CC(=C1Cl)F)Cl)OC2=C(N=CC(=C2)C3=CN(N=C3)C4CCNCC4)N. Drug 2: CC1=CC2C(CCC3(C2CCC3(C(=O)C)OC(=O)C)C)C4(C1=CC(=O)CC4)C. Cell line: SK-MEL-2. Synergy scores: CSS=1.26, Synergy_ZIP=1.69, Synergy_Bliss=2.30, Synergy_Loewe=-9.14, Synergy_HSA=-1.84. (3) Drug 1: C1=CC(=CC=C1C#N)C(C2=CC=C(C=C2)C#N)N3C=NC=N3. Drug 2: CC12CCC3C(C1CCC2OP(=O)(O)O)CCC4=C3C=CC(=C4)OC(=O)N(CCCl)CCCl.[Na+]. Cell line: SW-620. Synergy scores: CSS=0.0405, Synergy_ZIP=-1.84, Synergy_Bliss=-1.85, Synergy_Loewe=-2.96, Synergy_HSA=-2.93. (4) Drug 1: COC1=C2C(=CC3=C1OC=C3)C=CC(=O)O2. Drug 2: B(C(CC(C)C)NC(=O)C(CC1=CC=CC=C1)NC(=O)C2=NC=CN=C2)(O)O. Cell line: SK-MEL-28. Synergy scores: CSS=8.77, Synergy_ZIP=-3.23, Synergy_Bliss=-8.83, Synergy_Loewe=-66.5, Synergy_HSA=-12.1.